The task is: Predict the reactants needed to synthesize the given product.. This data is from Full USPTO retrosynthesis dataset with 1.9M reactions from patents (1976-2016). (1) Given the product [Cl:4][C:11]1[CH:12]=[CH:13][C:8]([O:7][CH3:6])=[CH:9][C:10]=1[OH:14], predict the reactants needed to synthesize it. The reactants are: S(Cl)([Cl:4])(=O)=O.[CH3:6][O:7][C:8]1[CH:9]=[C:10]([OH:14])[CH:11]=[CH:12][CH:13]=1. (2) Given the product [C:1]([N:5]1[CH2:9][CH2:8][CH:7]=[CH:6]1)(=[O:4])[CH:2]=[CH2:3], predict the reactants needed to synthesize it. The reactants are: [C:1]([N:5]1[CH2:9][CH2:8][CH2:7][CH2:6]1)(=[O:4])[CH:2]=[CH2:3].SCCO.N(C(C)(CC(C)C)C#N)=NC(C)(CC(C)C)C#N.CCCCCC. (3) The reactants are: BrC1C=C([N:8]2[C:20]3[CH:19]=[C:18]4[C:21]([CH3:29])([CH3:28])[C:22]5[C:27]([C:17]4=[CH:16][C:15]=3[C:14]3[C:9]2=[CH:10][CH:11]=[CH:12][CH:13]=3)=[CH:26][CH:25]=[CH:24][CH:23]=5)C=C(Br)N=1.[N:31]1[CH:36]=[CH:35][CH:34]=[C:33](B(O)O)[CH:32]=1.C([O-])([O-])=O.[Na+].[Na+]. Given the product [CH3:28][C:21]1([CH3:29])[C:18]2=[CH:19][C:20]3[N:8]([C:34]4[CH:35]=[C:36]([C:33]5[CH:32]=[N:31][CH:36]=[CH:35][CH:34]=5)[N:31]=[C:32]([C:33]5[CH:32]=[N:31][CH:36]=[CH:35][CH:34]=5)[CH:33]=4)[C:9]4[C:14]([C:15]=3[CH:16]=[C:17]2[C:27]2[C:22]1=[CH:23][CH:24]=[CH:25][CH:26]=2)=[CH:13][CH:12]=[CH:11][CH:10]=4, predict the reactants needed to synthesize it. (4) Given the product [Br:1][C:2]1[CH:3]=[CH:4][C:5]([C:8]2([C:15]([O:17][CH3:18])=[O:16])[CH2:9][CH2:10][C:11]3([O:21][CH2:20][CH2:19][O:14]3)[CH2:12][CH2:13]2)=[CH:6][CH:7]=1, predict the reactants needed to synthesize it. The reactants are: [Br:1][C:2]1[CH:7]=[CH:6][C:5]([C:8]2([C:15]([O:17][CH3:18])=[O:16])[CH2:13][CH2:12][C:11](=[O:14])[CH2:10][CH2:9]2)=[CH:4][CH:3]=1.[CH2:19](O)[CH2:20][OH:21]. (5) Given the product [C:27]([O:26][C:25]([NH:24][C@H:22]([CH3:23])[CH2:21][NH:20][C:7]1[C:8]2=[C:9]3[C:14](=[CH:15][CH:16]=[C:17]2[S:18][C:6]=1[C:4]([O:3][CH2:1][CH3:2])=[O:5])[N:13]=[CH:12][CH:11]=[CH:10]3)=[O:31])([CH3:30])([CH3:29])[CH3:28], predict the reactants needed to synthesize it. The reactants are: [CH2:1]([O:3][C:4]([C:6]1[S:18][C:17]2[C:8](=[C:9]3[C:14](=[CH:15][CH:16]=2)[N:13]=[CH:12][CH:11]=[CH:10]3)[C:7]=1Br)=[O:5])[CH3:2].[NH2:20][CH2:21][C@H:22]([NH:24][C:25](=[O:31])[O:26][C:27]([CH3:30])([CH3:29])[CH3:28])[CH3:23].C(=O)([O-])[O-].[Cs+].[Cs+].C1C=CC(P(C2C(C3C(P(C4C=CC=CC=4)C4C=CC=CC=4)=CC=C4C=3C=CC=C4)=C3C(C=CC=C3)=CC=2)C2C=CC=CC=2)=CC=1. (6) Given the product [CH3:1][CH:2]([CH3:19])[CH2:3][N:4]1[C:5]2[C:14]3[C:9](=[CH:10][CH:11]=[CH:12][CH:13]=3)[N:8]3[N:15]=[N:16][N:17]=[C:7]3[C:6]=2[N:18]=[CH:20]1, predict the reactants needed to synthesize it. The reactants are: [CH3:1][CH:2]([CH3:19])[CH2:3][NH:4][C:5]1[C:14]2[C:9](=[CH:10][CH:11]=[CH:12][CH:13]=2)[N:8]2[N:15]=[N:16][N:17]=[C:7]2[C:6]=1[NH2:18].[C:20](OC(OCC)OCC)(=O)C.[OH-].[Na+]. (7) Given the product [NH2:19][C:16]1[CH:17]=[CH:18][C:13]([NH:20][C:10](=[O:12])[CH2:9][C:4]2[CH:5]=[CH:6][CH:7]=[CH:8][N:3]=2)=[CH:14][CH:15]=1, predict the reactants needed to synthesize it. The reactants are: Cl.Cl.[N:3]1[CH:8]=[CH:7][CH:6]=[CH:5][C:4]=1[CH2:9][C:10]([OH:12])=O.[C:13]1([NH2:20])[CH:18]=[CH:17][C:16]([NH2:19])=[CH:15][CH:14]=1.O.ON1C2C=CC=CC=2N=N1.Cl.CN(C)CCCN=C=NCC.